Dataset: NCI-60 drug combinations with 297,098 pairs across 59 cell lines. Task: Regression. Given two drug SMILES strings and cell line genomic features, predict the synergy score measuring deviation from expected non-interaction effect. (1) Drug 1: C1=NC2=C(N=C(N=C2N1C3C(C(C(O3)CO)O)O)F)N. Drug 2: C1=CC=C(C=C1)NC(=O)CCCCCCC(=O)NO. Cell line: OVCAR-4. Synergy scores: CSS=2.66, Synergy_ZIP=-1.47, Synergy_Bliss=2.03, Synergy_Loewe=-4.17, Synergy_HSA=-0.146. (2) Drug 1: C1=NC2=C(N1)C(=S)N=C(N2)N. Drug 2: CC1=C(C=C(C=C1)C(=O)NC2=CC(=CC(=C2)C(F)(F)F)N3C=C(N=C3)C)NC4=NC=CC(=N4)C5=CN=CC=C5. Cell line: UACC62. Synergy scores: CSS=30.5, Synergy_ZIP=-2.63, Synergy_Bliss=-2.53, Synergy_Loewe=-3.84, Synergy_HSA=-1.79. (3) Drug 2: C1CC(C1)(C(=O)O)C(=O)O.[NH2-].[NH2-].[Pt+2]. Drug 1: CC(CN1CC(=O)NC(=O)C1)N2CC(=O)NC(=O)C2. Cell line: NCI-H226. Synergy scores: CSS=23.5, Synergy_ZIP=-0.205, Synergy_Bliss=1.31, Synergy_Loewe=-2.29, Synergy_HSA=3.92. (4) Drug 1: C1=CC(=CC=C1CCC2=CNC3=C2C(=O)NC(=N3)N)C(=O)NC(CCC(=O)O)C(=O)O. Drug 2: CC12CCC3C(C1CCC2OP(=O)(O)O)CCC4=C3C=CC(=C4)OC(=O)N(CCCl)CCCl.[Na+]. Cell line: MALME-3M. Synergy scores: CSS=11.3, Synergy_ZIP=-3.26, Synergy_Bliss=-2.63, Synergy_Loewe=-4.78, Synergy_HSA=-1.56. (5) Drug 1: CC1=C(C=C(C=C1)NC(=O)C2=CC=C(C=C2)CN3CCN(CC3)C)NC4=NC=CC(=N4)C5=CN=CC=C5. Drug 2: CS(=O)(=O)OCCCCOS(=O)(=O)C. Cell line: ACHN. Synergy scores: CSS=2.25, Synergy_ZIP=-1.78, Synergy_Bliss=2.53, Synergy_Loewe=-5.77, Synergy_HSA=-3.33. (6) Drug 1: C1=CN(C=N1)CC(O)(P(=O)(O)O)P(=O)(O)O. Drug 2: CC(C)(C#N)C1=CC(=CC(=C1)CN2C=NC=N2)C(C)(C)C#N. Cell line: A549. Synergy scores: CSS=-2.08, Synergy_ZIP=1.55, Synergy_Bliss=1.99, Synergy_Loewe=-0.431, Synergy_HSA=-1.31. (7) Drug 1: CC12CCC3C(C1CCC2=O)CC(=C)C4=CC(=O)C=CC34C. Drug 2: C1C(C(OC1N2C=NC3=C(N=C(N=C32)Cl)N)CO)O. Cell line: NCI-H226. Synergy scores: CSS=30.3, Synergy_ZIP=-3.48, Synergy_Bliss=5.46, Synergy_Loewe=4.28, Synergy_HSA=4.68.